From a dataset of Peptide-MHC class II binding affinity with 134,281 pairs from IEDB. Regression. Given a peptide amino acid sequence and an MHC pseudo amino acid sequence, predict their binding affinity value. This is MHC class II binding data. The peptide sequence is GLNITGVTCGPGHGI. The MHC is HLA-DQA10102-DQB10502 with pseudo-sequence HLA-DQA10102-DQB10502. The binding affinity (normalized) is 0.